This data is from Reaction yield outcomes from USPTO patents with 853,638 reactions. The task is: Predict the reaction yield, written as a fraction of the theoretical maximum amount of product (1.0 means a 100% yield; for example, 0.34 means a 34% yield). (1) The reactants are [CH:1]1([N:7]2[CH2:11][CH2:10][CH2:9][C:8]2=[O:12])[CH2:6][CH2:5][CH2:4][CH2:3][CH2:2]1.[Li+].CC([N-]C(C)C)C.[Cl:21][C:22]1[CH:29]=[C:28]([Cl:30])[CH:27]=[CH:26][C:23]=1[CH:24]=[O:25]. No catalyst specified. The product is [CH:1]1([N:7]2[CH2:11][CH2:10][CH:9]([CH:24]([C:23]3[CH:26]=[CH:27][C:28]([Cl:30])=[CH:29][C:22]=3[Cl:21])[OH:25])[C:8]2=[O:12])[CH2:2][CH2:3][CH2:4][CH2:5][CH2:6]1. The yield is 0.530. (2) The reactants are Br[C:2]1[CH:23]=[CH:22][C:5]2[C:6]3[N:7]=[C:8]([C:14]4[N:18]([CH:19]([CH3:21])[CH3:20])[CH:17]=[N:16][N:15]=4)[S:9][C:10]=3[CH2:11][CH2:12][O:13][C:4]=2[CH:3]=1.F[B-](F)(F)F.C([PH+](C(C)(C)C)C(C)(C)C)(C)(C)C.C1CCN2C(=NCCC2)CC1.O1C[CH2:57][O:56][CH2:55]C1.C[OH:60]. The catalyst is CC1C(P(C2C([CH2-])=CC=CC=2)C2C(C)=CC=CC=2)=CC=CC=1.CC1C(P(C2C([CH2-])=CC=CC=2)C2C(C)=CC=CC=2)=CC=CC=1.CC(O)=O.CC(O)=O.[Pd].[Pd].[C-]#[O+].[C-]#[O+].[C-]#[O+].[C-]#[O+].[C-]#[O+].[C-]#[O+].[Mo]. The product is [CH3:55][O:56][C:57]([C:2]1[CH:23]=[CH:22][C:5]2[C:6]3[N:7]=[C:8]([C:14]4[N:18]([CH:19]([CH3:21])[CH3:20])[CH:17]=[N:16][N:15]=4)[S:9][C:10]=3[CH2:11][CH2:12][O:13][C:4]=2[CH:3]=1)=[O:60]. The yield is 0.540. (3) The yield is 0.980. The product is [CH:1]1([C:4]2[N:5]=[C:6]3[C:12]([C:13]([NH:15][C@@H:16]([CH3:24])[C:17]([OH:19])=[O:18])=[O:14])=[CH:11][N:10]([CH2:25][O:26][CH2:27][CH2:28][Si:29]([CH3:30])([CH3:32])[CH3:31])[C:7]3=[N:8][CH:9]=2)[CH2:3][CH2:2]1. The catalyst is FC(F)(F)CO. The reactants are [CH:1]1([C:4]2[N:5]=[C:6]3[C:12]([C:13]([NH:15][C@@H:16]([CH3:24])[C:17]([O:19]C(C)(C)C)=[O:18])=[O:14])=[CH:11][N:10]([CH2:25][O:26][CH2:27][CH2:28][Si:29]([CH3:32])([CH3:31])[CH3:30])[C:7]3=[N:8][CH:9]=2)[CH2:3][CH2:2]1. (4) The reactants are [CH2:1]([C:5]1[C:13]2[CH2:12][CH2:11][CH2:10][CH2:9][C:8]=2[N:7]([CH2:14][C:15]2[CH:24]=[CH:23][C:18]([C:19]([O:21]C)=[O:20])=[CH:17][CH:16]=2)[N:6]=1)[CH2:2][CH2:3][CH3:4].O.[OH-].[Li+].CO. The catalyst is O. The product is [CH2:1]([C:5]1[C:13]2[CH2:12][CH2:11][CH2:10][CH2:9][C:8]=2[N:7]([CH2:14][C:15]2[CH:16]=[CH:17][C:18]([C:19]([OH:21])=[O:20])=[CH:23][CH:24]=2)[N:6]=1)[CH2:2][CH2:3][CH3:4]. The yield is 0.830. (5) The reactants are [CH3:1][CH:2]1[CH:6]2[C:7]([NH:9][CH:10]=[C:11]([CH3:12])[CH:5]2[CH2:4][CH2:3]1)=[O:8].[Cl:13][C:14]1[CH:19]=[CH:18][C:17]([Bi]([C:17]2[CH:18]=[CH:19][C:14]([Cl:13])=[CH:15][CH:16]=2)[C:17]2[CH:18]=[CH:19][C:14]([Cl:13])=[CH:15][CH:16]=2)=[CH:16][CH:15]=1.C(N(CC)CC)C. The catalyst is ClCCl.C([O-])(=O)C.[Cu+2].C([O-])(=O)C. The product is [Cl:13][C:14]1[CH:19]=[CH:18][C:17]([N:9]2[CH:10]=[C:11]([CH3:12])[C@H:5]3[CH2:4][CH2:3][C@H:2]([CH3:1])[C@H:6]3[C:7]2=[O:8])=[CH:16][CH:15]=1. The yield is 0.630. (6) The reactants are [CH2:1]([N:3]=[C:4]=[O:5])[CH3:2].[CH2:6]([O:8][C:9]([C:11]1[C:16]([O:17][CH2:18][CH3:19])=[C:15]([N:20]2[CH2:25][CH2:24][O:23][CH2:22][CH2:21]2)[N:14]=[C:13]([C:26]2[CH:31]=[CH:30][C:29]([NH2:32])=[CH:28][CH:27]=2)[N:12]=1)=[O:10])[CH3:7]. The catalyst is C1(C)C=CC=CC=1. The product is [CH2:6]([O:8][C:9]([C:11]1[C:16]([O:17][CH2:18][CH3:19])=[C:15]([N:20]2[CH2:21][CH2:22][O:23][CH2:24][CH2:25]2)[N:14]=[C:13]([C:26]2[CH:27]=[CH:28][C:29]([NH:32][C:4]([NH:3][CH2:1][CH3:2])=[O:5])=[CH:30][CH:31]=2)[N:12]=1)=[O:10])[CH3:7]. The yield is 0.252. (7) The reactants are [Br:1][C:2]1[CH:3]=[N:4][NH:5][C:6]=1[CH3:7].[O:8]1[CH:13]=[CH:12][CH2:11][CH2:10][CH2:9]1.C(OCC)(=O)C. The catalyst is C(O)(C(F)(F)F)=O.O. The product is [Br:1][C:2]1[CH:3]=[N:4][N:5]([CH:9]2[CH2:10][CH2:11][CH2:12][CH2:13][O:8]2)[C:6]=1[CH3:7]. The yield is 0.784.